Dataset: Forward reaction prediction with 1.9M reactions from USPTO patents (1976-2016). Task: Predict the product of the given reaction. (1) Given the reactants [CH2:1]([C@@H:5]1[NH:10][CH2:9][C@H:8]([CH2:11][CH:12]([CH3:14])[CH3:13])[NH:7][C:6]1=[O:15])[CH:2]([CH3:4])[CH3:3].[F:16][C:17]1[CH:22]=[CH:21][C:20]([C@@H:23]2[CH2:25][C@H:24]2[C:26](O)=[O:27])=[CH:19][CH:18]=1.C([C@@H]1N(C(=O)/C=C/C2C=CC=CC=2)C[C@H](CC(C)C)NC1=O)C(C)C, predict the reaction product. The product is: [F:16][C:17]1[CH:18]=[CH:19][C:20]([C@@H:23]2[CH2:25][C@H:24]2[C:26]([N:10]2[CH2:9][C@H:8]([CH2:11][CH:12]([CH3:14])[CH3:13])[NH:7][C:6](=[O:15])[C@@H:5]2[CH2:1][CH:2]([CH3:4])[CH3:3])=[O:27])=[CH:21][CH:22]=1. (2) Given the reactants [C:1]([N:6]1[C:11](=[O:12])[CH:10]2[CH2:13][CH:7]1[CH:8]=[CH:9]2)(=[O:5])[CH2:2][CH2:3][CH3:4].[BH4-].[Na+].S(=O)(=O)(O)O.C(OCC)(=O)C, predict the reaction product. The product is: [C:1]([NH:6][CH:7]1[CH2:13][CH:10]([CH2:11][OH:12])[CH:9]=[CH:8]1)(=[O:5])[CH2:2][CH2:3][CH3:4]. (3) Given the reactants [Cl:1][C:2]1[C:3](Cl)=[N:4][CH:5]=[C:6]([CH:10]=1)[C:7]([OH:9])=[O:8].I[CH2:13][CH3:14].C([O-])([O-])=O.[K+].[K+].Cl.Cl.[CH2:23]([N:30]1[CH2:35][CH2:34][CH2:33][C@@H:32]([NH2:36])[CH2:31]1)[C:24]1[CH:29]=[CH:28][CH:27]=[CH:26][CH:25]=1, predict the reaction product. The product is: [CH2:23]([N:30]1[CH2:35][CH2:34][CH2:33][C@@H:32]([NH:36][C:3]2[C:2]([Cl:1])=[CH:10][C:6]([C:7]([O:9][CH2:13][CH3:14])=[O:8])=[CH:5][N:4]=2)[CH2:31]1)[C:24]1[CH:25]=[CH:26][CH:27]=[CH:28][CH:29]=1. (4) Given the reactants C[C:2]1([CH3:11])[C:6]([CH3:8])([CH3:7])OB(C=C)O1.[NH2:12][C:13]1[C:17]2=[N:18]C=C(Br)C=[C:16]2[S:15][C:14]=1[C:23]([O:25][CH3:26])=[O:24].CCN(C(C)C)C(C)C.O1CCOCC1.O, predict the reaction product. The product is: [NH2:12][C:13]1[C:17]2=[N:18][CH:8]=[C:6]([CH:2]=[CH2:11])[CH:7]=[C:16]2[S:15][C:14]=1[C:23]([O:25][CH3:26])=[O:24].